The task is: Predict the reactants needed to synthesize the given product.. This data is from Full USPTO retrosynthesis dataset with 1.9M reactions from patents (1976-2016). (1) Given the product [Cl:14][C:15]1[N:16]=[CH:17][C:18]([C:5]2[CH:4]=[N:3][C:2]([NH:24][C:25]3[S:26][CH:27]=[C:28]([CH3:30])[N:29]=3)=[C:11]3[C:6]=2[CH:7]=[CH:8][C:9]([CH3:12])=[N:10]3)=[CH:19][CH:20]=1, predict the reactants needed to synthesize it. The reactants are: Cl[C:2]1[N:3]=[CH:4][C:5](I)=[C:6]2[C:11]=1[N:10]=[C:9]([CH3:12])[CH:8]=[CH:7]2.[Cl:14][C:15]1[CH:20]=[CH:19][C:18](B(O)O)=[CH:17][N:16]=1.[NH2:24][C:25]1[S:26][CH:27]=[C:28]([CH3:30])[N:29]=1. (2) Given the product [NH:8]1[C:9]2[C:5](=[CH:4][CH:3]=[C:2]([B:16]([OH:22])[OH:17])[CH:10]=2)[CH:6]=[CH:7]1, predict the reactants needed to synthesize it. The reactants are: Br[C:2]1[CH:10]=[C:9]2[C:5]([CH:6]=[CH:7][NH:8]2)=[CH:4][CH:3]=1.C([Li])(C)(C)C.[B:16](OCCCC)([O:22]CCCC)[O:17]CCCC.P(=O)(O)(O)O. (3) Given the product [CH3:19][O:20][C:21]1[CH:29]=[C:28]2[C:24]([CH:25]=[N:26][NH:27]2)=[CH:23][C:22]=1[NH:30][C:11]1[C:12]2[N:13]=[C:5]([C:3]([N:2]([CH3:18])[CH3:1])=[O:4])[S:6][C:7]=2[N:8]=[CH:9][N:10]=1, predict the reactants needed to synthesize it. The reactants are: [CH3:1][N:2]([CH3:18])[C:3]([C:5]1[S:6][C:7]2[N:8]=[CH:9][N:10]=[C:11](S(C)(=O)=O)[C:12]=2[N:13]=1)=[O:4].[CH3:19][O:20][C:21]1[CH:29]=[C:28]2[C:24]([CH:25]=[N:26][NH:27]2)=[CH:23][C:22]=1[NH2:30]. (4) Given the product [C:1]1([N:7]2[C:11]3[CH:12]=[C:13]([C:16]#[N:18])[CH:14]=[CH:15][C:10]=3[N:9]=[CH:8]2)[CH:6]=[CH:5][CH:4]=[CH:3][CH:2]=1, predict the reactants needed to synthesize it. The reactants are: [C:1]1([N:7]2[C:11]3[CH:12]=[C:13]([CH:16]=O)[CH:14]=[CH:15][C:10]=3[N:9]=[CH:8]2)[CH:6]=[CH:5][CH:4]=[CH:3][CH:2]=1.[NH3:18].II. (5) Given the product [CH3:1][N:2]1[C@H:6]([CH2:7][CH2:8][C:9]2[S:10][CH:11]=[CH:12][CH:13]=2)[CH2:5][O:4][C:3]1=[O:14], predict the reactants needed to synthesize it. The reactants are: [CH3:1][N:2]1[C@H:6]([CH:7]=[CH:8][C:9]2[S:10][CH:11]=[CH:12][CH:13]=2)[CH2:5][O:4][C:3]1=[O:14].